Dataset: Reaction yield outcomes from USPTO patents with 853,638 reactions. Task: Predict the reaction yield, written as a fraction of the theoretical maximum amount of product (1.0 means a 100% yield; for example, 0.34 means a 34% yield). The reactants are [O:1]1[C:5]2[CH:6]=[CH:7][C:8]([C:10]3([C:13]([NH:15][C:16]4[CH:21]=[CH:20][C:19]([CH3:22])=[C:18](Br)[CH:17]=4)=[O:14])[CH2:12][CH2:11]3)=[CH:9][C:4]=2[O:3][CH2:2]1.[OH:24][CH2:25][C:26]1[CH:31]=[CH:30][C:29](B(O)O)=[CH:28][CH:27]=1.C([O-])([O-])=O.[K+].[K+]. The catalyst is CN(C)C=O. The product is [O:1]1[C:5]2[CH:6]=[CH:7][C:8]([C:10]3([C:13]([NH:15][C:16]4[CH:17]=[C:18]([C:29]5[CH:30]=[CH:31][C:26]([CH2:25][OH:24])=[CH:27][CH:28]=5)[C:19]([CH3:22])=[CH:20][CH:21]=4)=[O:14])[CH2:12][CH2:11]3)=[CH:9][C:4]=2[O:3][CH2:2]1. The yield is 0.590.